From a dataset of Forward reaction prediction with 1.9M reactions from USPTO patents (1976-2016). Predict the product of the given reaction. (1) Given the reactants [Se](=O)=[O:2].[C:4]([C:7]1[CH:8]=[CH:9][C:10]([F:22])=[C:11]([C:13]2[C:14]([C:20]#[N:21])=[CH:15][C:16]([F:19])=[CH:17][CH:18]=2)[CH:12]=1)(=[O:6])[CH3:5], predict the reaction product. The product is: [F:19][C:16]1[CH:15]=[C:14]([C:20]#[N:21])[C:13]([C:11]2[CH:12]=[C:7]([C:4](=[O:6])[CH:5]=[O:2])[CH:8]=[CH:9][C:10]=2[F:22])=[CH:18][CH:17]=1. (2) Given the reactants [N+:1]([C:4]1[CH:9]=[CH:8][C:7]([CH2:10][C:11](=[O:13])[CH3:12])=[CH:6][CH:5]=1)([O-:3])=[O:2].[BH4-].[Na+], predict the reaction product. The product is: [N+:1]([C:4]1[CH:5]=[CH:6][C:7]([CH2:10][CH:11]([OH:13])[CH3:12])=[CH:8][CH:9]=1)([O-:3])=[O:2]. (3) Given the reactants [CH3:1][N:2]1[C:6]2[CH:7]=[CH:8][C:9]([C:11]([OH:13])=O)=[CH:10][C:5]=2[N:4]=[C:3]1[NH:14][C:15]1[S:16][C:17]2[CH:23]=[C:22]([C:24]([F:27])([F:26])[F:25])[CH:21]=[CH:20][C:18]=2[N:19]=1.[CH2:28]([CH2:30][NH2:31])[OH:29].CN(C(ON1N=NC2C=CC=CC1=2)=[N+](C)C)C.F[P-](F)(F)(F)(F)F.CCN(C(C)C)C(C)C, predict the reaction product. The product is: [OH:29][CH2:28][CH2:30][NH:31][C:11]([C:9]1[CH:8]=[CH:7][C:6]2[N:2]([CH3:1])[C:3]([NH:14][C:15]3[S:16][C:17]4[CH:23]=[C:22]([C:24]([F:27])([F:25])[F:26])[CH:21]=[CH:20][C:18]=4[N:19]=3)=[N:4][C:5]=2[CH:10]=1)=[O:13]. (4) Given the reactants [Cl:1][C:2]1[CH:3]=[CH:4][C:5](F)=[C:6]([CH:20]=1)[C:7]([NH:9][C:10]1[CH:15]=[CH:14][CH:13]=[C:12]([S:16](=[O:19])(=[O:18])[NH2:17])[CH:11]=1)=[O:8].[F:22][C:23]1[CH:28]=[CH:27][C:26]([OH:29])=[CH:25][CH:24]=1.C([O-])([O-])=O.[Cs+].[Cs+], predict the reaction product. The product is: [Cl:1][C:2]1[CH:3]=[CH:4][C:5]([O:29][C:26]2[CH:27]=[CH:28][C:23]([F:22])=[CH:24][CH:25]=2)=[C:6]([CH:20]=1)[C:7]([NH:9][C:10]1[CH:15]=[CH:14][CH:13]=[C:12]([S:16](=[O:19])(=[O:18])[NH2:17])[CH:11]=1)=[O:8]. (5) Given the reactants [NH2:1][C:2]1[N:7]=[CH:6][CH:5]=[CH:4][N:3]=1.[C:8]1([CH3:21])[CH:13]=[C:12]([CH3:14])[CH:11]=[C:10]([CH3:15])[C:9]=1[S:16]([O:19][NH2:20])(=[O:18])=[O:17].CCOCC, predict the reaction product. The product is: [C:8]1([CH3:21])[CH:13]=[C:12]([CH3:14])[CH:11]=[C:10]([CH3:15])[C:9]=1[S:16]([O-:19])(=[O:18])=[O:17].[NH2:1][CH:2]1[N:7]([NH2:20])[CH:6]=[CH:5][CH:4]=[NH+:3]1. (6) Given the reactants [Cl:1][C:2]1[CH:7]=[C:6]([O:8][CH3:9])[CH:5]=[CH:4][C:3]=1B(O)O.Br[C:14]1[C:22]2[C:17](=[CH:18][C:19]([S:23]([N:26](CC3C=CC(OC)=CC=3OC)[C:27]3[S:31][N:30]=[CH:29][N:28]=3)(=[O:25])=[O:24])=[CH:20][CH:21]=2)[N:16]([CH3:43])[CH:15]=1, predict the reaction product. The product is: [Cl:1][C:2]1[CH:7]=[C:6]([O:8][CH3:9])[CH:5]=[CH:4][C:3]=1[C:14]1[C:22]2[C:17](=[CH:18][C:19]([S:23]([NH:26][C:27]3[S:31][N:30]=[CH:29][N:28]=3)(=[O:24])=[O:25])=[CH:20][CH:21]=2)[N:16]([CH3:43])[CH:15]=1. (7) Given the reactants [Cl:1][C:2]1[CH:7]=[CH:6][C:5]([OH:8])=[CH:4][N:3]=1.[F:9][C:10]1[CH:11]=[C:12](B(O)O)[CH:13]=[CH:14][C:15]=1[F:16].C(N(CC)CC)C, predict the reaction product. The product is: [Cl:1][C:2]1[CH:7]=[CH:6][C:5]([O:8][C:13]2[CH:12]=[CH:11][C:10]([F:9])=[C:15]([F:16])[CH:14]=2)=[CH:4][N:3]=1. (8) Given the reactants [F:1][C:2]([F:34])([F:33])[C:3]1([CH2:9][N:10]2[CH2:15][CH2:14][CH:13]([CH2:16][O:17][C:18]3[N:23]=[CH:22][C:21]([C:24]4[CH:32]=[CH:31][C:27]([C:28]([OH:30])=O)=[CH:26][CH:25]=4)=[CH:20][CH:19]=3)[CH2:12][CH2:11]2)[CH2:8][CH2:7][CH2:6][CH2:5][CH2:4]1.[NH:35]1[CH2:39][CH2:38][C@H:37]([OH:40])[CH2:36]1.C(Cl)CCl.C1C=CC2N(O)N=NC=2C=1.CCN(C(C)C)C(C)C, predict the reaction product. The product is: [OH:40][C@H:37]1[CH2:38][CH2:39][N:35]([C:28]([C:27]2[CH:31]=[CH:32][C:24]([C:21]3[CH:22]=[N:23][C:18]([O:17][CH2:16][CH:13]4[CH2:12][CH2:11][N:10]([CH2:9][C:3]5([C:2]([F:1])([F:34])[F:33])[CH2:8][CH2:7][CH2:6][CH2:5][CH2:4]5)[CH2:15][CH2:14]4)=[CH:19][CH:20]=3)=[CH:25][CH:26]=2)=[O:30])[CH2:36]1. (9) The product is: [F:1][C:2]1[CH:18]=[CH:17][CH:16]=[CH:15][C:3]=1[CH2:4][N:5]1[C:9]2=[N:10][CH:11]=[CH:12][CH:13]=[C:8]2[C:7]([C:46]2[N:51]=[C:50]([NH2:52])[C:49]([N+:53]([O-:55])=[O:54])=[CH:48][CH:47]=2)=[N:6]1. Given the reactants [F:1][C:2]1[CH:18]=[CH:17][CH:16]=[CH:15][C:3]=1[CH2:4][N:5]1[C:9]2=[N:10][CH:11]=[CH:12][CH:13]=[C:8]2[C:7](I)=[N:6]1.CCCC[Sn](CCCC)CCCC.CCCC[Sn](CCCC)CCCC.Cl[C:46]1[N:51]=[C:50]([NH2:52])[C:49]([N+:53]([O-:55])=[O:54])=[CH:48][CH:47]=1.C(=O)([O-])O.[Na+], predict the reaction product.